From a dataset of Reaction yield outcomes from USPTO patents with 853,638 reactions. Predict the reaction yield, written as a fraction of the theoretical maximum amount of product (1.0 means a 100% yield; for example, 0.34 means a 34% yield). (1) The reactants are [CH3:1][C:2](=[CH:5][CH:6]=[CH:7][C:8]([CH3:22])=[CH:9][CH:10]=[CH:11][CH:12]=[C:13]([CH3:21])[CH:14]=[CH:15][CH:16]=[C:17]([CH3:20])[CH2:18][OH:19])[CH2:3][OH:4]. The catalyst is C(Cl)Cl.[O-2].[O-2].[Mn+4]. The product is [CH3:20][C:17](=[CH:16][CH:15]=[CH:14][C:13]([CH3:21])=[CH:12][CH:11]=[CH:10][CH:9]=[C:8]([CH3:22])[CH:7]=[CH:6][CH:5]=[C:2]([CH3:1])[CH:3]=[O:4])[CH:18]=[O:19]. The yield is 0.730. (2) The reactants are S(Cl)([Cl:3])=O.[CH3:5][O:6][C:7]([C:9]1[CH:10]=[C:11]2[C:16](=[CH:17][CH:18]=1)[NH:15][N:14]=[CH:13][C:12]2=O)=[O:8]. The catalyst is CN(C)C=O.C1(C)C=CC=CC=1. The product is [CH3:5][O:6][C:7]([C:9]1[CH:10]=[C:11]2[C:16](=[CH:17][CH:18]=1)[N:15]=[N:14][CH:13]=[C:12]2[Cl:3])=[O:8]. The yield is 0.829. (3) The reactants are Br[CH2:2][C:3]([OH:5])=[O:4].[CH3:6][O:7][C:8]1[C:9]([N+:17]([O-:19])=[O:18])=[C:10]([NH2:16])[CH:11]=[CH:12][C:13]=1[O:14][CH3:15]. No catalyst specified. The product is [CH3:6][O:7][C:8]1[C:9]([N+:17]([O-:19])=[O:18])=[C:10]([NH:16][CH2:2][C:3]([OH:5])=[O:4])[CH:11]=[CH:12][C:13]=1[O:14][CH3:15]. The yield is 0.340. (4) The reactants are Br[C:2]1[CH:3]=[CH:4][C:5]2[C:9]([C:10]3[CH:15]=[CH:14][C:13]([CH3:16])=[CH:12][CH:11]=3)=[C:8]([C:17]3[CH:22]=[CH:21][C:20]([CH3:23])=[CH:19][CH:18]=3)[S:7][C:6]=2[CH:24]=1.[Li]CCCC.C(O[B:34]1[O:38][C:37]([CH3:40])([CH3:39])[C:36]([CH3:42])([CH3:41])[O:35]1)(C)C.O. The catalyst is C1COCC1. The product is [C:20]1([CH3:23])[CH:21]=[CH:22][C:17]([C:8]2[S:7][C:6]3[CH:5]=[C:4]([B:34]4[O:38][C:37]([CH3:40])([CH3:39])[C:36]([CH3:42])([CH3:41])[O:35]4)[CH:3]=[CH:2][C:24]=3[C:9]=2[C:10]2[CH:11]=[CH:12][C:13]([CH3:16])=[CH:14][CH:15]=2)=[CH:18][CH:19]=1. The yield is 0.790. (5) The yield is 0.357. The product is [CH3:71][N:47]1[C:46]([CH2:45][N:1]2[CH2:2][CH2:3][CH:4]([C:7]([NH2:10])([CH3:8])[CH3:9])[CH2:5][CH2:6]2)=[N:54][C:53]2[C:48]1=[N:49][C:50]([N:61]1[C:65]3[CH:66]=[CH:67][CH:68]=[CH:69][C:64]=3[N:63]=[C:62]1[CH3:70])=[N:51][C:52]=2[N:55]1[CH2:56][CH2:57][O:58][CH2:59][CH2:60]1. The reactants are [NH:1]1[CH2:6][CH2:5][CH:4]([C:7]([NH:10]C(=O)OCC2C3C=CC=CC=3C3C2=CC=CC=3)([CH3:9])[CH3:8])[CH2:3][CH2:2]1.C(N(CC)C(C)C)(C)C.C1COCC1.CO.Br[CH2:45][C:46]1[N:47]([CH3:71])[C:48]2[C:53]([N:54]=1)=[C:52]([N:55]1[CH2:60][CH2:59][O:58][CH2:57][CH2:56]1)[N:51]=[C:50]([N:61]1[C:65]3[CH:66]=[CH:67][CH:68]=[CH:69][C:64]=3[N:63]=[C:62]1[CH3:70])[N:49]=2. No catalyst specified. (6) The reactants are [C:1]([O:5][C:6]([NH:8][C@@H:9]1[CH2:14][CH2:13][C@H:12]([NH:15][C:16]([C:18]2[C:19]([NH:25][C@H:26]3[CH2:31][CH2:30][C@H:29]([C:32]([O:34][CH3:35])=[O:33])[CH2:28][CH2:27]3)=[N:20][CH:21]=[C:22]([F:24])[CH:23]=2)=[O:17])[CH2:11][CH2:10]1)=[O:7])([CH3:4])([CH3:3])[CH3:2].[H-].[Na+].[C:38]([O-])(O)=[O:39].[Na+]. No catalyst specified. The product is [C:1]([O:5][C:6]([NH:8][C@@H:9]1[CH2:10][CH2:11][C@H:12]([N:15]2[C:16](=[O:17])[C:18]3[CH:23]=[C:22]([F:24])[CH:21]=[N:20][C:19]=3[N:25]([C@H:26]3[CH2:27][CH2:28][C@H:29]([C:32]([O:34][CH3:35])=[O:33])[CH2:30][CH2:31]3)[C:38]2=[O:39])[CH2:13][CH2:14]1)=[O:7])([CH3:4])([CH3:3])[CH3:2]. The yield is 0.430.